This data is from Catalyst prediction with 721,799 reactions and 888 catalyst types from USPTO. The task is: Predict which catalyst facilitates the given reaction. (1) The catalyst class is: 3. Product: [C:1]([CH:3]1[CH2:6][N:5]([C:7](=[O:40])[C@H:8]([NH:10][C:11]([C:13]2[C:21]3[C:16](=[N:17][CH:18]=[C:19]([C:22]4[C:30]5[C:25](=[CH:26][C:27]([Cl:31])=[CH:28][CH:29]=5)[N:24]([CH2:44][CH2:45][O:46][CH:47]5[CH2:52][CH2:51][CH2:50][CH2:49][O:48]5)[N:23]=4)[N:20]=3)[N:15]([CH2:32][O:33][CH2:34][CH2:35][Si:36]([CH3:39])([CH3:38])[CH3:37])[CH:14]=2)=[O:12])[CH3:9])[CH2:4]1)#[N:2]. Reactant: [C:1]([CH:3]1[CH2:6][N:5]([C:7](=[O:40])[C@H:8]([NH:10][C:11]([C:13]2[C:21]3[C:16](=[N:17][CH:18]=[C:19]([C:22]4[C:30]5[C:25](=[CH:26][C:27]([Cl:31])=[CH:28][CH:29]=5)[NH:24][N:23]=4)[N:20]=3)[N:15]([CH2:32][O:33][CH2:34][CH2:35][Si:36]([CH3:39])([CH3:38])[CH3:37])[CH:14]=2)=[O:12])[CH3:9])[CH2:4]1)#[N:2].[H-].[Na+].Br[CH2:44][CH2:45][O:46][CH:47]1[CH2:52][CH2:51][CH2:50][CH2:49][O:48]1. (2) Reactant: [C:1]([CH:4]([C:11](=O)[CH3:12])[CH2:5][C:6]([O:8]CC)=[O:7])(=O)[CH3:2].[C:14]1([CH3:22])[CH:19]=[CH:18][CH:17]=[C:16]([NH:20][NH2:21])[CH:15]=1.[OH-].[Na+]. Product: [CH3:12][C:11]1[C:4]([CH2:5][C:6]([OH:8])=[O:7])=[C:1]([CH3:2])[N:20]([C:16]2[CH:17]=[CH:18][CH:19]=[C:14]([CH3:22])[CH:15]=2)[N:21]=1. The catalyst class is: 8. (3) The catalyst class is: 3. Reactant: [CH3:1][O:2][C:3](=[O:9])[C@H:4]1[CH2:8][CH2:7][CH2:6][NH:5]1.[CH2:10]=O. Product: [CH3:1][O:2][C:3](=[O:9])[C@H:4]1[CH2:8][CH2:7][CH2:6][N:5]1[CH3:10].